This data is from Reaction yield outcomes from USPTO patents with 853,638 reactions. The task is: Predict the reaction yield, written as a fraction of the theoretical maximum amount of product (1.0 means a 100% yield; for example, 0.34 means a 34% yield). (1) The reactants are [H-].[Al+3].[Li+].[H-].[H-].[H-].[C:7]1([NH:13][C:14]2[CH:21]=[CH:20][C:17]([C:18]#[N:19])=[CH:16][CH:15]=2)[CH:12]=[CH:11][CH:10]=[CH:9][CH:8]=1.O. The catalyst is O1CCCC1. The product is [NH2:19][CH2:18][C:17]1[CH:20]=[CH:21][C:14]([NH:13][C:7]2[CH:8]=[CH:9][CH:10]=[CH:11][CH:12]=2)=[CH:15][CH:16]=1. The yield is 0.980. (2) The yield is 0.930. The product is [Cl:1][C:2]1[CH:11]=[C:10]([C:12]#[C:13][CH:14]2[CH2:16][CH2:15]2)[CH:9]=[CH:8][C:3]=1[C:4]([OH:6])=[O:5]. The reactants are [Cl:1][C:2]1[CH:11]=[C:10]([C:12]#[C:13][CH:14]2[CH2:16][CH2:15]2)[CH:9]=[CH:8][C:3]=1[C:4]([O:6]C)=[O:5].[OH-].[Na+].C1COCC1. The catalyst is CO.